From a dataset of Catalyst prediction with 721,799 reactions and 888 catalyst types from USPTO. Predict which catalyst facilitates the given reaction. Reactant: [CH2:1]([O:8][C:9]([N:11]1[CH2:16][CH2:15][CH2:14][CH:13]([C:17]2[CH:22]=[CH:21][C:20]([CH3:23])=[C:19]([NH2:24])[CH:18]=2)[CH2:12]1)=[O:10])[C:2]1[CH:7]=[CH:6][CH:5]=[CH:4][CH:3]=1.C(=O)([O-])[O-].[Cs+].[Cs+].Br[CH2:32][C:33]([O:35][CH2:36][CH3:37])=[O:34]. Product: [CH2:1]([O:8][C:9]([N:11]1[CH2:16][CH2:15][CH2:14][CH:13]([C:17]2[CH:22]=[CH:21][C:20]([CH3:23])=[C:19]([NH:24][CH2:32][C:33]([O:35][CH2:36][CH3:37])=[O:34])[CH:18]=2)[CH2:12]1)=[O:10])[C:2]1[CH:3]=[CH:4][CH:5]=[CH:6][CH:7]=1. The catalyst class is: 35.